This data is from Reaction yield outcomes from USPTO patents with 853,638 reactions. The task is: Predict the reaction yield, written as a fraction of the theoretical maximum amount of product (1.0 means a 100% yield; for example, 0.34 means a 34% yield). (1) The reactants are Br[C:2]1[CH:3]=[C:4]([CH:8]2[C:17]([CH3:19])([CH3:18])[CH2:16][C:15]3[C:10](=[CH:11][CH:12]=[C:13]([C:20]([OH:22])=[O:21])[CH:14]=3)[NH:9]2)[CH:5]=[CH:6][CH:7]=1.[CH3:23][S:24]([C:27]1[CH:32]=[CH:31][C:30](B(O)O)=[CH:29][CH:28]=1)(=[O:26])=[O:25].C(=O)([O-])[O-].[Na+].[Na+].O. The catalyst is O1CCOCC1.C(OCC)(=O)C.C1C=CC([P]([Pd]([P](C2C=CC=CC=2)(C2C=CC=CC=2)C2C=CC=CC=2)([P](C2C=CC=CC=2)(C2C=CC=CC=2)C2C=CC=CC=2)[P](C2C=CC=CC=2)(C2C=CC=CC=2)C2C=CC=CC=2)(C2C=CC=CC=2)C2C=CC=CC=2)=CC=1. The product is [CH3:23][S:24]([C:27]1[CH:32]=[CH:31][C:30]([C:6]2[CH:7]=[CH:2][CH:3]=[C:4]([CH:8]3[C:17]([CH3:18])([CH3:19])[CH2:16][C:15]4[C:10](=[CH:11][CH:12]=[C:13]([C:20]([OH:22])=[O:21])[CH:14]=4)[NH:9]3)[CH:5]=2)=[CH:29][CH:28]=1)(=[O:26])=[O:25]. The yield is 0.800. (2) The reactants are Cl[S:2]([C:5]1[CH:6]=[C:7]([CH:11]=[CH:12][CH:13]=1)[C:8]([OH:10])=[O:9])(=[O:4])=[O:3].[OH-].[NH4+:15]. No catalyst specified. The product is [NH2:15][S:2]([C:5]1[CH:6]=[C:7]([CH:11]=[CH:12][CH:13]=1)[C:8]([OH:10])=[O:9])(=[O:4])=[O:3]. The yield is 0.960. (3) The reactants are [Br:1][C:2]1[CH:3]=[C:4](/[CH:8]=[CH:9]/[CH2:10][CH2:11][C:12]([OH:14])=[O:13])[CH:5]=[CH:6][CH:7]=1. The catalyst is C(O)C. The product is [Br:1][C:2]1[CH:3]=[C:4]([CH2:8][CH2:9][CH2:10][CH2:11][C:12]([OH:14])=[O:13])[CH:5]=[CH:6][CH:7]=1. The yield is 0.990. (4) The reactants are CO[C:3](=[O:12])[C:4]1[CH:9]=[CH:8][CH:7]=[CH:6][C:5]=1[CH2:10]Br.[CH3:13][CH:14]([CH2:17][C:18]1[CH:23]=[CH:22][CH:21]=[CH:20][CH:19]=1)[CH2:15][NH2:16].C([O-])([O-])=O.[K+].[K+].C(OCC)(=O)C. The catalyst is C1(C)C=CC=CC=1.CCCCCC. The product is [CH3:13][CH:14]([CH2:17][C:18]1[CH:23]=[CH:22][CH:21]=[CH:20][CH:19]=1)[CH2:15][N:16]1[CH2:10][C:5]2[C:4](=[CH:9][CH:8]=[CH:7][CH:6]=2)[C:3]1=[O:12]. The yield is 0.500. (5) The reactants are C(N(CC)CC)C.FC(F)(F)S([O:13][Si:14]([C:17]([CH3:20])([CH3:19])[CH3:18])([CH3:16])[CH3:15])(=O)=O.[Br:23][C:24]1[C:25]([CH3:36])=[C:26]([CH3:35])[C:27]2[O:31][CH2:30][C:29](=O)[C:28]=2[C:33]=1[CH3:34].O.C(=O)(O)[O-].[Na+]. The catalyst is C(OCC)(=O)C.C1(C)C=CC=CC=1. The product is [Br:23][C:24]1[C:25]([CH3:36])=[C:26]([CH3:35])[C:27]2[O:31][CH:30]=[C:29]([O:13][Si:14]([C:17]([CH3:20])([CH3:19])[CH3:18])([CH3:16])[CH3:15])[C:28]=2[C:33]=1[CH3:34]. The yield is 0.950. (6) The reactants are [NH2:1][C:2]1[C:6]([C:7]#[N:8])=[CH:5][NH:4][N:3]=1.[CH2:9](Br)[CH:10]=[CH2:11].C(=O)([O-])[O-].[K+].[K+]. The catalyst is CN(C=O)C. The product is [CH2:11]([N:3]1[C:2]([NH2:1])=[C:6]([C:7]#[N:8])[CH:5]=[N:4]1)[CH:10]=[CH2:9]. The yield is 0.400. (7) The reactants are [Cl:1][C:2]1[N:3]([CH3:13])[C:4]2[C:9]([C:10]=1C=O)=[CH:8][CH:7]=[CH:6][CH:5]=2.[CH3:14][N:15]1C2C(=CC=CC=2)C(C=O)=[CH:16]1. No catalyst specified. The product is [Cl:1][C:2]1([CH2:14][NH:15][CH3:16])[CH2:10][C:9]2[C:4](=[CH:5][CH:6]=[CH:7][CH:8]=2)[N:3]1[CH3:13]. The yield is 0.900.